This data is from Reaction yield outcomes from USPTO patents with 853,638 reactions. The task is: Predict the reaction yield, written as a fraction of the theoretical maximum amount of product (1.0 means a 100% yield; for example, 0.34 means a 34% yield). (1) The reactants are [Cl:1][C:2]1[CH:7]=[C:6]([Cl:8])[CH:5]=[CH:4][C:3]=1[S:9]([NH:12][CH2:13][CH2:14][CH2:15][CH2:16][NH:17][CH2:18][C@@H:19]([NH:24][C:25](=[O:31])[O:26][C:27]([CH3:30])([CH3:29])[CH3:28])[CH2:20][CH:21]([CH3:23])[CH3:22])(=[O:11])=[O:10].C(N(CC)CC)C.[C:39](Cl)([O:41][CH2:42][CH:43]1[C:55]2[C:50](=[CH:51][CH:52]=[CH:53][CH:54]=2)[C:49]2[C:44]1=[CH:45][CH:46]=[CH:47][CH:48]=2)=[O:40]. The catalyst is ClCCl. The product is [Cl:1][C:2]1[CH:7]=[C:6]([Cl:8])[CH:5]=[CH:4][C:3]=1[S:9]([NH:12][CH2:13][CH2:14][CH2:15][CH2:16][N:17]([CH2:18][C@@H:19]([NH:24][C:25]([O:26][C:27]([CH3:29])([CH3:28])[CH3:30])=[O:31])[CH2:20][CH:21]([CH3:23])[CH3:22])[C:39](=[O:40])[O:41][CH2:42][CH:43]1[C:55]2[CH:54]=[CH:53][CH:52]=[CH:51][C:50]=2[C:49]2[C:44]1=[CH:45][CH:46]=[CH:47][CH:48]=2)(=[O:10])=[O:11]. The yield is 0.920. (2) The reactants are [OH:1][C:2]1[CH:7]=[CH:6][C:5]([C:8](=[O:10])[CH3:9])=[CH:4][CH:3]=1.C([O-])([O-])=O.[K+].[K+].[CH2:17](Cl)[C:18]1[CH:23]=[CH:22][CH:21]=[CH:20][CH:19]=1. The catalyst is CN(C=O)C. The product is [CH2:17]([O:1][C:2]1[CH:7]=[CH:6][C:5]([C:8](=[O:10])[CH3:9])=[CH:4][CH:3]=1)[C:18]1[CH:23]=[CH:22][CH:21]=[CH:20][CH:19]=1. The yield is 0.890. (3) The reactants are Cl[CH2:2][C:3]1[NH:4][C:5](=[O:8])[NH:6][N:7]=1.Cl.[F:10][C:11]1[CH:24]=[CH:23][CH:22]=[CH:21][C:12]=1[O:13][CH2:14][CH:15]1[CH2:20][CH2:19][NH:18][CH2:17][CH2:16]1.C(=O)([O-])[O-].[K+].[K+].C(#N)C. The catalyst is C(OCC)(=O)C.O. The product is [F:10][C:11]1[CH:24]=[CH:23][CH:22]=[CH:21][C:12]=1[O:13][CH2:14][CH:15]1[CH2:16][CH2:17][N:18]([CH2:2][C:3]2[NH:4][C:5](=[O:8])[NH:6][N:7]=2)[CH2:19][CH2:20]1. The yield is 0.210. (4) The reactants are [CH3:1][O:2][C:3]1[N:8]=[CH:7][C:6]([CH2:9][C:10]2[C:11](=[O:20])[N:12]=[C:13]([NH:16][N+]([O-])=O)[NH:14][CH:15]=2)=[CH:5][N:4]=1.[Cl:21][C:22]1[CH:27]=[CH:26][C:25]([O:28][C:29]2[CH:34]=[CH:33][C:32]([CH2:35][CH2:36]N)=[CH:31][CH:30]=2)=[CH:24][C:23]=1[C:38]([F:41])([F:40])[F:39]. The catalyst is C(O)C. The product is [Cl:21][C:22]1[CH:27]=[CH:26][C:25]([O:28][C:29]2[CH:30]=[CH:31][C:32]([CH2:35][CH2:36][NH:16][C:13]3[NH:14][CH:15]=[C:10]([CH2:9][C:6]4[CH:5]=[N:4][C:3]([O:2][CH3:1])=[N:8][CH:7]=4)[C:11](=[O:20])[N:12]=3)=[CH:33][CH:34]=2)=[CH:24][C:23]=1[C:38]([F:39])([F:40])[F:41]. The yield is 0.356. (5) The reactants are CS([C:5]1[S:9][C:8]([C:10]2[CH:11]=[C:12]3[C:16](=[CH:17][CH:18]=2)[N:15](C(OC(C)(C)C)=O)[CH:14]=[C:13]3[C:26]2[N:31]=[C:30]([N:32]3[CH2:37][CH2:36][O:35][CH2:34][CH2:33]3)[CH:29]=[CH:28][N:27]=2)=[N:7][N:6]=1)(=O)=O.[NH3:38].O. The catalyst is CS(C)=O. The product is [O:35]1[CH2:34][CH2:33][N:32]([C:30]2[CH:29]=[CH:28][N:27]=[C:26]([C:13]3[C:12]4[C:16](=[CH:17][CH:18]=[C:10]([C:8]5[S:9][C:5]([NH2:38])=[N:6][N:7]=5)[CH:11]=4)[NH:15][CH:14]=3)[N:31]=2)[CH2:37][CH2:36]1. The yield is 0.0500. (6) The reactants are C([O:3][C:4](=[O:31])[CH2:5][CH:6]1[S:10][C:9]([C:11]2[NH:12][C:13]3[C:18]([CH:19]=2)=[C:17]([CH3:20])[CH:16]=[CH:15][C:14]=3[N:21]([CH3:30])[S:22]([C:25]2[S:26][CH:27]=[CH:28][CH:29]=2)(=[O:24])=[O:23])=[N:8][CH2:7]1)C.[OH-].[K+].C(O)(=O)CC(CC(O)=O)(C(O)=O)O. The catalyst is O1CCCC1.CO. The product is [CH3:20][C:17]1[CH:16]=[CH:15][C:14]([N:21]([CH3:30])[S:22]([C:25]2[S:26][CH:27]=[CH:28][CH:29]=2)(=[O:24])=[O:23])=[C:13]2[C:18]=1[CH:19]=[C:11]([C:9]1[S:10][CH:6]([CH2:5][C:4]([OH:31])=[O:3])[CH2:7][N:8]=1)[NH:12]2. The yield is 0.950.